From a dataset of Tyrosyl-DNA phosphodiesterase HTS with 341,365 compounds. Binary Classification. Given a drug SMILES string, predict its activity (active/inactive) in a high-throughput screening assay against a specified biological target. The compound is Clc1cc(NC(=O)c2nccnc2)c(Oc2ccc(cc2)C)cc1. The result is 0 (inactive).